From a dataset of Full USPTO retrosynthesis dataset with 1.9M reactions from patents (1976-2016). Predict the reactants needed to synthesize the given product. (1) Given the product [Br:1][C:2]1[CH:3]=[CH:4][C:5]([F:22])=[C:6]([C:8]([NH:14][C:15](=[O:21])[O:16][C:17]([CH3:20])([CH3:19])[CH3:18])([CH2:9][OH:23])[CH:11]([F:13])[F:12])[CH:7]=1, predict the reactants needed to synthesize it. The reactants are: [Br:1][C:2]1[CH:3]=[CH:4][C:5]([F:22])=[C:6]([C:8]([NH:14][C:15](=[O:21])[O:16][C:17]([CH3:20])([CH3:19])[CH3:18])([CH:11]([F:13])[F:12])[CH:9]=C)[CH:7]=1.[O:23]=[O+][O-].[BH4-].[Na+]. (2) Given the product [C:5]([C:9]1[CH:10]=[C:11]([CH3:16])[C:12]([Br:17])=[C:13]([CH3:15])[CH:14]=1)([CH3:8])([CH3:7])[CH3:6], predict the reactants needed to synthesize it. The reactants are: C(O)(=O)C.[C:5]([C:9]1[CH:10]=[C:11]([CH3:16])[CH:12]=[C:13]([CH3:15])[CH:14]=1)([CH3:8])([CH3:7])[CH3:6].[Br:17]Br. (3) The reactants are: [Cl:1][C:2]1[CH:3]=[C:4]([CH:9]=[CH:10][N:11]=1)[C:5](OC)=[O:6].[OH-].[NH4+:13]. Given the product [Cl:1][C:2]1[CH:3]=[C:4]([CH:9]=[CH:10][N:11]=1)[C:5]([NH2:13])=[O:6], predict the reactants needed to synthesize it. (4) Given the product [C:7]([C:6]1[CH:10]=[CH:11][CH:12]=[CH:13][C:5]=1[N:27]=[C:28]=[O:29])(=[O:8])[CH3:30], predict the reactants needed to synthesize it. The reactants are: C(O[C:5]1[CH:13]=[CH:12][CH:11]=[CH:10][C:6]=1[C:7](Cl)=[O:8])(=O)C.[N-]=[N+]=[N-].[Na+].[N-]=[N+]=[N-].N1C=CC=C([N:27]=[C:28]=[O:29])C=1.[C:30](NN)(=O)C1C=CC=NC=1.C(N=[N+]=[N-])(=O)C1C=CC=NC=1.C(C1CN1)#N.N. (5) Given the product [N:32]([CH2:2][C:3]([NH:5][C:6]1[CH:11]=[CH:10][C:9]([C:12]2([C:17]3[CH:22]=[CH:21][C:20]([Cl:23])=[CH:19][CH:18]=3)[O:16][CH2:15][CH2:14][O:13]2)=[CH:8][C:7]=1[C:24](=[O:31])[C:25]1[CH:30]=[CH:29][CH:28]=[CH:27][CH:26]=1)=[O:4])=[N+:33]=[N-:34], predict the reactants needed to synthesize it. The reactants are: Br[CH2:2][C:3]([NH:5][C:6]1[CH:11]=[CH:10][C:9]([C:12]2([C:17]3[CH:22]=[CH:21][C:20]([Cl:23])=[CH:19][CH:18]=3)[O:16][CH2:15][CH2:14][O:13]2)=[CH:8][C:7]=1[C:24](=[O:31])[C:25]1[CH:30]=[CH:29][CH:28]=[CH:27][CH:26]=1)=[O:4].[N-:32]=[N+:33]=[N-:34].[Na+]. (6) The reactants are: [Cl:1][C:2]1[CH:3]=[CH:4][C:5]2[N:11]3[C:12]([C:15]([F:18])([F:17])[F:16])=[N:13][N:14]=[C:10]3[C@@H:9]([CH2:19][C:20]([O:22]C(C)C)=[O:21])[S:8][C@H:7]([C:26]3[CH:31]=[CH:30][CH:29]=[C:28]([O:32][CH3:33])[C:27]=3[CH3:34])[C:6]=2[CH:35]=1.Cl. Given the product [Cl:1][C:2]1[CH:3]=[CH:4][C:5]2[N:11]3[C:12]([C:15]([F:18])([F:17])[F:16])=[N:13][N:14]=[C:10]3[C@@H:9]([CH2:19][C:20]([OH:22])=[O:21])[S:8][C@H:7]([C:26]3[CH:31]=[CH:30][CH:29]=[C:28]([O:32][CH3:33])[C:27]=3[CH3:34])[C:6]=2[CH:35]=1, predict the reactants needed to synthesize it.